From a dataset of Catalyst prediction with 721,799 reactions and 888 catalyst types from USPTO. Predict which catalyst facilitates the given reaction. Reactant: [Li]CCCC.[F:6][C:7]1[CH:8]=[N:9][C:10]2[C:15]([CH:16]=1)=[CH:14][C:13]([O:17][CH3:18])=[CH:12][CH:11]=2.CN([CH:22]=[O:23])C.C(O)CC. Product: [F:6][C:7]1[CH:8]=[N:9][C:10]2[C:15]([C:16]=1[CH:22]=[O:23])=[CH:14][C:13]([O:17][CH3:18])=[CH:12][CH:11]=2. The catalyst class is: 1.